This data is from Retrosynthesis with 50K atom-mapped reactions and 10 reaction types from USPTO. The task is: Predict the reactants needed to synthesize the given product. Given the product COc1ccc2nc(OC)c(NC(=O)N3CCN(c4ccc(C(C)=O)cc4)CC3)nc2c1, predict the reactants needed to synthesize it. The reactants are: CC(=O)c1ccc(N2CCNCC2)cc1.CCOC(=O)Nc1nc2cc(OC)ccc2nc1OC.